This data is from Full USPTO retrosynthesis dataset with 1.9M reactions from patents (1976-2016). The task is: Predict the reactants needed to synthesize the given product. (1) Given the product [CH2:1]([N:8]([CH3:28])[C:9]([CH:11]1[CH2:16][CH2:15][N:14]([C:17]([C:19]2[N:20]([CH2:32][C:33]3[CH:38]=[CH:37][C:36]([O:39][CH3:40])=[CH:35][CH:34]=3)[C:21]3[C:26]([CH:27]=2)=[CH:25][CH:24]=[CH:23][CH:22]=3)=[O:18])[CH2:13][CH2:12]1)=[O:10])[C:2]1[CH:7]=[CH:6][CH:5]=[CH:4][CH:3]=1, predict the reactants needed to synthesize it. The reactants are: [CH2:1]([N:8]([CH3:28])[C:9]([CH:11]1[CH2:16][CH2:15][N:14]([C:17]([C:19]2[NH:20][C:21]3[C:26]([CH:27]=2)=[CH:25][CH:24]=[CH:23][CH:22]=3)=[O:18])[CH2:13][CH2:12]1)=[O:10])[C:2]1[CH:7]=[CH:6][CH:5]=[CH:4][CH:3]=1.[H-].[Na+].Br[CH2:32][C:33]1[CH:38]=[CH:37][C:36]([O:39][CH3:40])=[CH:35][CH:34]=1. (2) Given the product [CH2:24]([C:14]1[C:13]([CH2:12][C:9]2[CH:8]=[CH:7][C:6]([O:5][CH2:4][CH2:3][OH:2])=[CH:11][CH:10]=2)=[C:17]2[N:18]=[C:19]([CH3:23])[CH:20]=[C:21]([CH3:22])[N:16]2[N:15]=1)[CH3:25], predict the reactants needed to synthesize it. The reactants are: C[O:2][C:3](=O)[CH2:4][O:5][C:6]1[CH:11]=[CH:10][C:9]([CH2:12][C:13]2[C:14]([CH2:24][CH3:25])=[N:15][N:16]3[C:21]([CH3:22])=[CH:20][C:19]([CH3:23])=[N:18][C:17]=23)=[CH:8][CH:7]=1. (3) Given the product [NH:29]([C:2]1[CH:3]=[CH:4][C:5]2[O:9][C:8](=[O:10])[N:7]([CH2:11][C:12]([N:14]([CH3:21])[C:15]3[CH:20]=[CH:19][CH:18]=[CH:17][CH:16]=3)=[O:13])[C:6]=2[CH:22]=1)[C:30]1[CH:35]=[CH:34][CH:33]=[CH:32][CH:31]=1, predict the reactants needed to synthesize it. The reactants are: Br[C:2]1[CH:3]=[CH:4][C:5]2[O:9][C:8](=[O:10])[N:7]([CH2:11][C:12]([N:14]([CH3:21])[C:15]3[CH:20]=[CH:19][CH:18]=[CH:17][CH:16]=3)=[O:13])[C:6]=2[CH:22]=1.C(=O)([O-])[O-].[Cs+].[Cs+].[NH2:29][C:30]1[CH:35]=[CH:34][CH:33]=[CH:32][CH:31]=1.C(=O)([O-])O.[Na+].